From a dataset of Forward reaction prediction with 1.9M reactions from USPTO patents (1976-2016). Predict the product of the given reaction. (1) Given the reactants [NH2:1][C:2]1[N:7]=[C:6]([O:8][CH2:9][C:10](O)=[O:11])[C:5]([C:13]2[CH:18]=[CH:17][C:16](=[O:19])[N:15]([CH:20]([CH3:22])[CH3:21])[N:14]=2)=[C:4]([C:23]2[CH:28]=[CH:27][CH:26]=[CH:25][CH:24]=2)[N:3]=1.[CH:29]1([NH2:32])[CH2:31][CH2:30]1, predict the reaction product. The product is: [NH2:1][C:2]1[N:7]=[C:6]([O:8][CH2:9][C:10]([NH:32][CH:29]2[CH2:31][CH2:30]2)=[O:11])[C:5]([C:13]2[CH:18]=[CH:17][C:16](=[O:19])[N:15]([CH:20]([CH3:21])[CH3:22])[N:14]=2)=[C:4]([C:23]2[CH:24]=[CH:25][CH:26]=[CH:27][CH:28]=2)[N:3]=1. (2) Given the reactants [CH3:1][O:2][N:3]=[CH:4][C:5]1[CH:10]=[CH:9][C:8]([CH3:11])=[C:7]([F:12])[CH:6]=1.C([BH3-])#N.[Na+], predict the reaction product. The product is: [F:12][C:7]1[CH:6]=[C:5]([CH:10]=[CH:9][C:8]=1[CH3:11])[CH2:4][NH:3][O:2][CH3:1].